Predict the product of the given reaction. From a dataset of Forward reaction prediction with 1.9M reactions from USPTO patents (1976-2016). (1) Given the reactants Cl.[Cl:2][C:3]1[CH:8]=[CH:7][CH:6]=[CH:5][C:4]=1[CH:9]([NH2:14])[CH2:10][N+:11]([O-:13])=[O:12].[O-:15][C:16]#[N:17].[K+], predict the reaction product. The product is: [Cl:2][C:3]1[CH:8]=[CH:7][CH:6]=[CH:5][C:4]=1[CH:9]([NH:14][C:16]([NH2:17])=[O:15])[CH2:10][N+:11]([O-:13])=[O:12]. (2) Given the reactants [F:1][C:2]1[CH:3]=[C:4]([CH2:9][C:10]([NH:12][C@H:13]([C:15]([OH:17])=O)[CH3:14])=[O:11])[CH:5]=[C:6]([F:8])[CH:7]=1.Cl.[NH2:19][CH:20]([C:25]1[CH:30]=[CH:29][C:28]([O:31][CH3:32])=[CH:27][CH:26]=1)[C:21]([O:23][CH3:24])=[O:22], predict the reaction product. The product is: [F:8][C:6]1[CH:5]=[C:4]([CH2:9][C:10]([NH:12][C@H:13]([C:15]([NH:19][CH:20]([C:25]2[CH:26]=[CH:27][C:28]([O:31][CH3:32])=[CH:29][CH:30]=2)[C:21]([O:23][CH3:24])=[O:22])=[O:17])[CH3:14])=[O:11])[CH:3]=[C:2]([F:1])[CH:7]=1. (3) The product is: [F:1][C:2]1[CH:21]=[CH:20][C:5]([O:6][C:7]2[CH:8]=[CH:9][C:10]([C:13]3[NH:14][CH:15]=[C:16]([C:18]([NH2:19])=[O:29])[N:17]=3)=[CH:11][CH:12]=2)=[CH:4][CH:3]=1. Given the reactants [F:1][C:2]1[CH:21]=[CH:20][C:5]([O:6][C:7]2[CH:12]=[CH:11][C:10]([C:13]3[NH:14][CH:15]=[C:16]([C:18]#[N:19])[N:17]=3)=[CH:9][CH:8]=2)=[CH:4][CH:3]=1.[OH-].[K+].OO.O.CC[O:29]C(C)=O, predict the reaction product. (4) Given the reactants S(=O)(=O)(O)O.[CH2:6](O)[CH3:7].[CH2:9]([C@H:12]1[CH2:17][CH2:16][C@H:15]([CH2:18][CH2:19][C@H:20]2[CH2:25][CH2:24][C@H:23]([C:26]([OH:28])=[O:27])[CH2:22][CH2:21]2)[CH2:14][CH2:13]1)[CH2:10][CH3:11], predict the reaction product. The product is: [CH2:9]([C@H:12]1[CH2:17][CH2:16][C@H:15]([CH2:18][CH2:19][C@H:20]2[CH2:21][CH2:22][C@H:23]([C:26]([O:28][CH2:6][CH3:7])=[O:27])[CH2:24][CH2:25]2)[CH2:14][CH2:13]1)[CH2:10][CH3:11]. (5) Given the reactants FC(F)(F)C(O)=O.[CH3:8][O:9][C:10](=[O:37])[C@H:11]([CH2:30][CH2:31][CH2:32][NH:33][C:34](=[NH:36])[NH2:35])[N:12](C(OC(C)(C)C)=O)[C:13](=[O:22])[C:14]1[CH:19]=[CH:18][C:17]([NH:20][NH2:21])=[CH:16][CH:15]=1, predict the reaction product. The product is: [CH3:8][O:9][C:10](=[O:37])[C@H:11]([CH2:30][CH2:31][CH2:32][NH:33][C:34](=[NH:35])[NH2:36])[NH:12][C:13](=[O:22])[C:14]1[CH:19]=[CH:18][C:17]([NH:20][NH2:21])=[CH:16][CH:15]=1. (6) Given the reactants [CH3:1][N:2]1[CH2:7][CH2:6][CH:5]([NH:8][C:9]2[CH:14]=[CH:13][CH:12]=[CH:11][CH:10]=2)[CH2:4][CH2:3]1.CCN(CC)CC.[Br:22][CH:23]([CH3:27])[C:24](Br)=[O:25], predict the reaction product. The product is: [Br:22][CH:23]([CH3:27])[C:24]([N:8]([CH:5]1[CH2:6][CH2:7][N:2]([CH3:1])[CH2:3][CH2:4]1)[C:9]1[CH:14]=[CH:13][CH:12]=[CH:11][CH:10]=1)=[O:25]. (7) Given the reactants [Cl:1][C:2]1[CH:7]=[CH:6][C:5]([CH2:8][N:9]2[CH:13]=[CH:12][C:11]([N:14]3C(=O)C4C(=CC=CC=4)C3=O)=[N:10]2)=[C:4]([C:25]([F:28])([F:27])[F:26])[CH:3]=1.O.NN, predict the reaction product. The product is: [Cl:1][C:2]1[CH:7]=[CH:6][C:5]([CH2:8][N:9]2[CH:13]=[CH:12][C:11]([NH2:14])=[N:10]2)=[C:4]([C:25]([F:26])([F:28])[F:27])[CH:3]=1.